The task is: Predict which catalyst facilitates the given reaction.. This data is from Catalyst prediction with 721,799 reactions and 888 catalyst types from USPTO. (1) Reactant: Br[CH2:2][CH2:3][O:4][C:5]1[CH:10]=[CH:9][C:8]([B:11]2[O:15][C:14]([CH3:17])([CH3:16])[C:13]([CH3:19])([CH3:18])[O:12]2)=[CH:7][CH:6]=1.C([O-])([O-])=O.[K+].[K+].[N:26]1[NH:27][N:28]=[CH:29][CH:30]=1. Product: [CH3:18][C:13]1([CH3:19])[C:14]([CH3:17])([CH3:16])[O:15][B:11]([C:8]2[CH:9]=[CH:10][C:5]([O:4][CH2:3][CH2:2][N:27]3[N:28]=[CH:29][CH:30]=[N:26]3)=[CH:6][CH:7]=2)[O:12]1. The catalyst class is: 16. (2) Reactant: [CH:1]([C:3]1[CH:4]=[C:5]2[C:9](=[CH:10][CH:11]=1)[NH:8][C:7]([C:12]([NH2:14])=[O:13])=[C:6]2[S:15][C:16]1[CH:21]=[CH:20][CH:19]=[CH:18][CH:17]=1)=O.[F:22][C:23]1[CH:29]=[CH:28][CH:27]=[CH:26][C:24]=1[NH2:25]. Product: [F:22][C:23]1[CH:29]=[CH:28][CH:27]=[CH:26][C:24]=1[NH:25][CH2:1][C:3]1[CH:4]=[C:5]2[C:9](=[CH:10][CH:11]=1)[NH:8][C:7]([C:12]([NH2:14])=[O:13])=[C:6]2[S:15][C:16]1[CH:21]=[CH:20][CH:19]=[CH:18][CH:17]=1. The catalyst class is: 100. (3) Reactant: C([O:5][C:6](=[O:22])[CH2:7][N:8]1[C:16]2[C:11](=[CH:12][CH:13]=[C:14]([O:17][CH3:18])[CH:15]=2)[C:10]([C:19](=[O:21])[NH2:20])=[CH:9]1)(C)(C)C.C(O)(C(F)(F)F)=O.CO. Product: [C:19]([C:10]1[C:11]2[C:16](=[CH:15][C:14]([O:17][CH3:18])=[CH:13][CH:12]=2)[N:8]([CH2:7][C:6]([OH:22])=[O:5])[CH:9]=1)(=[O:21])[NH2:20]. The catalyst class is: 2. (4) Reactant: Cl[C:2]1[N:7]=[CH:6][C:5]2[C:8]([N:14]3[CH2:18][C:17]([CH3:20])([CH3:19])[NH:16][C:15]3=[O:21])=[N:9][N:10]([CH:11]([CH3:13])[CH3:12])[C:4]=2[CH:3]=1.[NH2:22][C:23]1[CH:28]=[CH:27][N:26]=[C:25]([N:29]2[CH2:34][CH2:33][C@H:32]([OH:35])[C@H:31]([F:36])[CH2:30]2)[N:24]=1.C1(P(C2CCCCC2)C2C(OC)=CC=C(OC)C=2C2C(C(C)C)=CC(C(C)C)=CC=2C(C)C)CCCCC1.C(=O)([O-])[O-].[Cs+].[Cs+]. Product: [F:36][C@H:31]1[C@@H:32]([OH:35])[CH2:33][CH2:34][N:29]([C:25]2[N:24]=[C:23]([NH:22][C:2]3[N:7]=[CH:6][C:5]4[C:8]([N:14]5[CH2:18][C:17]([CH3:20])([CH3:19])[NH:16][C:15]5=[O:21])=[N:9][N:10]([CH:11]([CH3:13])[CH3:12])[C:4]=4[CH:3]=3)[CH:28]=[CH:27][N:26]=2)[CH2:30]1. The catalyst class is: 12. (5) Product: [N:1]1([C:7]([O:9][CH2:10][C:11]([CH3:39])([CH3:38])[C:12]([NH:14][C@H:24]2[CH2:25][CH2:26][C@H:27]([NH2:30])[CH2:28][CH2:29]2)=[O:13])=[O:8])[CH2:6][CH2:5][O:4][CH2:3][CH2:2]1. The catalyst class is: 4. Reactant: [N:1]1([C:7]([O:9][CH2:10][C:11]([CH3:39])([CH3:38])[C:12]([N:14]([C@H:24]2[CH2:29][CH2:28][C@H:27]([NH:30]C(OC(C)(C)C)=O)[CH2:26][CH2:25]2)CC2C=CC(OC)=CC=2)=[O:13])=[O:8])[CH2:6][CH2:5][O:4][CH2:3][CH2:2]1.C(O)(C(F)(F)F)=O.